From a dataset of Catalyst prediction with 721,799 reactions and 888 catalyst types from USPTO. Predict which catalyst facilitates the given reaction. (1) Reactant: Br[CH2:2][C:3]([CH:5]1[CH2:8][CH2:7][CH2:6]1)=O.C(O)(=O)C.[CH:13]([NH2:15])=[NH:14]. Product: [CH:5]1([C:3]2[N:14]=[CH:13][NH:15][CH:2]=2)[CH2:8][CH2:7][CH2:6]1. The catalyst class is: 746. (2) Reactant: [F:1][C:2]1[C:3]([O:20][CH2:21][C:22]2[CH:27]=[CH:26][CH:25]=[CH:24][CH:23]=2)=[C:4]([C:8](=[NH:19])[NH:9][CH2:10][CH2:11][C:12]2[CH:17]=[CH:16][CH:15]=[C:14]([F:18])[CH:13]=2)[CH:5]=[CH:6][CH:7]=1.C1COCC1.[CH2:33]([CH:35]([C:39](Cl)=[O:40])[C:36](Cl)=[O:37])[CH3:34]. Product: [CH2:33]([C:35]1[C:36](=[O:37])[N:9]([CH2:10][CH2:11][C:12]2[CH:17]=[CH:16][CH:15]=[C:14]([F:18])[CH:13]=2)[C:8]([C:4]2[CH:5]=[CH:6][CH:7]=[C:2]([F:1])[C:3]=2[O:20][CH2:21][C:22]2[CH:23]=[CH:24][CH:25]=[CH:26][CH:27]=2)=[N:19][C:39]=1[OH:40])[CH3:34]. The catalyst class is: 25. (3) Reactant: [I-].[K+].[CH3:3][N:4]1[C:9]2=[CH:10][NH:11][C:12]([C:13]3[S:14][CH:15]=[C:16]([CH3:18])[N:17]=3)=[C:8]2[C:7](=[O:19])[N:6]([CH3:20])[C:5]1=[O:21].Cl[CH2:23][CH:24]([S:36][C:37]([C:50]1[CH:55]=[CH:54][CH:53]=[CH:52][CH:51]=1)([C:44]1[CH:49]=[CH:48][CH:47]=[CH:46][CH:45]=1)[C:38]1[CH:43]=[CH:42][CH:41]=[CH:40][CH:39]=1)[CH2:25][O:26][CH2:27][C:28]1[CH:33]=[CH:32][C:31]([O:34][CH3:35])=[CH:30][CH:29]=1.C(=O)([O-])[O-].[Cs+].[Cs+]. Product: [CH3:35][O:34][C:31]1[CH:30]=[CH:29][C:28]([CH2:27][O:26][CH2:25][CH:24]([S:36][C:37]([C:44]2[CH:45]=[CH:46][CH:47]=[CH:48][CH:49]=2)([C:50]2[CH:51]=[CH:52][CH:53]=[CH:54][CH:55]=2)[C:38]2[CH:43]=[CH:42][CH:41]=[CH:40][CH:39]=2)[CH2:23][N:11]2[C:12]([C:13]3[S:14][CH:15]=[C:16]([CH3:18])[N:17]=3)=[C:8]3[C:9]([N:4]([CH3:3])[C:5](=[O:21])[N:6]([CH3:20])[C:7]3=[O:19])=[CH:10]2)=[CH:33][CH:32]=1. The catalyst class is: 44. (4) Reactant: [CH3:1][C:2]1([CH3:10])[CH2:7][CH2:6][CH2:5][CH2:4][C:3]1=[N:8]O.[H-].[Al+3].[Li+].[H-].[H-].[H-]. Product: [CH3:1][C:2]1([CH3:10])[CH2:7][CH2:6][CH2:5][CH2:4][CH:3]1[NH2:8]. The catalyst class is: 1. (5) Reactant: [N:1]1[CH:6]=[CH:5][CH:4]=[C:3]([NH2:7])[C:2]=1[NH2:8].C1(C)C=CC=CC=1.[O:16]=[CH:17][C:18](OCC)=O.C(OCC)C. Product: [NH:7]1[C:17](=[O:16])[CH:18]=[N:8][C:2]2[N:1]=[CH:6][CH:5]=[CH:4][C:3]1=2. The catalyst class is: 12. (6) Reactant: [Cl:1][C:2]1[CH:7]=[CH:6][N:5]=[C:4]2[NH:8][CH:9]=[CH:10][C:3]=12.[H-].[Na+].[Cl:13][CH2:14][CH2:15][CH:16](OS(C)(=O)=O)[C:17]1[CH:22]=[CH:21][CH:20]=[CH:19][CH:18]=1. Product: [Cl:1][C:2]1[CH:7]=[CH:6][N:5]=[C:4]2[N:8]([CH:16]([C:17]3[CH:22]=[CH:21][CH:20]=[CH:19][CH:18]=3)[CH2:15][CH2:14][Cl:13])[CH:9]=[CH:10][C:3]=12.[Cl:1][C:2]1[C:3]2=[C:4]3[N+:5]([CH2:14][CH2:15][CH:16]([C:17]4[CH:22]=[CH:21][CH:20]=[CH:19][CH:18]=4)[N:8]3[CH:9]=[CH:10]2)=[CH:6][CH:7]=1. The catalyst class is: 3. (7) Reactant: [S:1]([Cl:5])(=O)(=[O:3])[OH:2].[CH3:6][C:7]1[N:8]=[CH:9][S:10][CH:11]=1.P(Cl)(Cl)(Cl)(Cl)Cl. Product: [CH3:6][C:7]1[N:8]=[CH:9][S:10][C:11]=1[S:1]([Cl:5])(=[O:3])=[O:2]. The catalyst class is: 25.